From a dataset of Catalyst prediction with 721,799 reactions and 888 catalyst types from USPTO. Predict which catalyst facilitates the given reaction. (1) Reactant: [Br:1][C:2]1[CH:7]=[CH:6][CH:5]=[CH:4][CH:3]=1.C(=O)=O.[CH3:11][C:12]([CH3:14])=O.[CH2:15]([Li])[CH2:16][CH2:17]C.Br[C:21]1[CH:34]=[CH:33][C:32]2[C:31](=O)[C:30]3[C:25](=[CH:26][CH:27]=[CH:28][CH:29]=3)[C:24](=O)[C:23]=2[CH:22]=1.Cl. Product: [Br:1][C:2]1[CH:7]=[CH:6][C:5]2[C:4](=[C:31]([C:12]3[CH:14]=[CH:17][CH:16]=[CH:15][CH:11]=3)[C:32]3[C:23]([C:24]=2[C:25]2[CH:26]=[CH:27][CH:28]=[CH:29][CH:30]=2)=[CH:22][CH:21]=[CH:34][CH:33]=3)[CH:3]=1. The catalyst class is: 1. (2) Reactant: CS(Cl)(=O)=O.[Cl:6][C:7]1[C:8]([N:13]2[C:17]([C:18]([OH:20])=O)=[CH:16][C:15]([O:21][CH2:22][CH:23]([F:25])[F:24])=[N:14]2)=[N:9][CH:10]=[CH:11][CH:12]=1.CC1C=CC=C(C)N=1.[NH2:34][C:35]1[C:43]([CH3:44])=[CH:42][C:41](/[CH:45]=[N:46]/[O:47][CH3:48])=[CH:40][C:36]=1[C:37](O)=[O:38]. Product: [CH3:48][O:47][N:46]=[CH:45][C:41]1[CH:42]=[C:43]([CH3:44])[C:35]2[N:34]=[C:18]([C:17]3[N:13]([C:8]4[C:7]([Cl:6])=[CH:12][CH:11]=[CH:10][N:9]=4)[N:14]=[C:15]([O:21][CH2:22][CH:23]([F:25])[F:24])[CH:16]=3)[O:20][C:37](=[O:38])[C:36]=2[CH:40]=1. The catalyst class is: 10. (3) The catalyst class is: 25. Product: [CH2:1]([O:3][C:4]([C:5]1[CH:12]=[CH:11][NH:8][C:6]=1[NH2:7])=[O:9])[CH3:2]. Reactant: [CH2:1]([O:3][C:4](=[O:9])[CH2:5][C:6](=[NH:8])[NH2:7])[CH3:2].Cl[CH2:11][CH:12]=O. (4) Reactant: C[Al](C)C.[CH:5]1([CH2:8][NH2:9])[CH2:7][CH2:6]1.C[O:11][C:12](=O)[C:13]1[CH:18]=[CH:17][C:16]([O:19][CH2:20][C:21]2[C:22]([C:30]3[CH:35]=[CH:34][CH:33]=[CH:32][CH:31]=3)=[N:23][O:24][C:25]=2[C:26]([F:29])([F:28])[F:27])=[N:15][CH:14]=1.O. Product: [CH:5]1([CH2:8][NH:9][C:12](=[O:11])[C:13]2[CH:18]=[CH:17][C:16]([O:19][CH2:20][C:21]3[C:22]([C:30]4[CH:35]=[CH:34][CH:33]=[CH:32][CH:31]=4)=[N:23][O:24][C:25]=3[C:26]([F:29])([F:28])[F:27])=[N:15][CH:14]=2)[CH2:7][CH2:6]1. The catalyst class is: 12. (5) Reactant: C([O:4][CH2:5][C:6]1[O:10][N:9]=[C:8]([C:11]2[CH:16]=[CH:15][CH:14]=[CH:13][CH:12]=2)[C:7]=1[C:17]1[CH:22]=[CH:21][C:20]([S:23]([NH:26][C:27](=[O:30])[CH2:28][CH3:29])(=[O:25])=[O:24])=[CH:19][CH:18]=1)CC.[OH-].[Na+].Cl. Product: [OH:4][CH2:5][C:6]1[O:10][N:9]=[C:8]([C:11]2[CH:12]=[CH:13][CH:14]=[CH:15][CH:16]=2)[C:7]=1[C:17]1[CH:22]=[CH:21][C:20]([S:23]([NH:26][C:27](=[O:30])[CH2:28][CH3:29])(=[O:24])=[O:25])=[CH:19][CH:18]=1. The catalyst class is: 5.